Task: Predict the product of the given reaction.. Dataset: Forward reaction prediction with 1.9M reactions from USPTO patents (1976-2016) Given the reactants [C:1]([O:5][C:6](=[O:12])[N:7]([CH2:9][CH2:10][NH2:11])[CH3:8])([CH3:4])([CH3:3])[CH3:2].C(N(CC)CC)C.Cl[C:21]1[N:26]=[C:25]([O:27][CH3:28])[C:24]([N+:29]([O-:31])=[O:30])=[C:23]([O:32][CH3:33])[N:22]=1, predict the reaction product. The product is: [CH3:28][O:27][C:25]1[C:24]([N+:29]([O-:31])=[O:30])=[C:23]([O:32][CH3:33])[N:22]=[C:21]([NH:11][CH2:10][CH2:9][N:7]([CH3:8])[C:6](=[O:12])[O:5][C:1]([CH3:4])([CH3:2])[CH3:3])[N:26]=1.